From a dataset of Reaction yield outcomes from USPTO patents with 853,638 reactions. Predict the reaction yield, written as a fraction of the theoretical maximum amount of product (1.0 means a 100% yield; for example, 0.34 means a 34% yield). (1) The catalyst is C(Cl)Cl.CCOCC. The reactants are [Cl:1][C:2]1[CH:7]=[CH:6][C:5]([F:8])=[CH:4][C:3]=1[C:9]1[CH2:14][CH2:13][N:12](C(OC(C)(C)C)=O)[CH2:11][CH:10]=1.Cl. The yield is 0.800. The product is [ClH:1].[Cl:1][C:2]1[CH:7]=[CH:6][C:5]([F:8])=[CH:4][C:3]=1[C:9]1[CH2:14][CH2:13][NH:12][CH2:11][CH:10]=1. (2) The reactants are [Cl:1][C:2]1[N:7]=[C:6](Cl)[C:5]2[CH2:9][CH2:10][CH2:11][C:4]=2[N:3]=1.[C:12]([NH2:16])([CH3:15])([CH3:14])[CH3:13]. The catalyst is C(O)(C)C. The product is [C:12]([NH:16][C:6]1[C:5]2[CH2:9][CH2:10][CH2:11][C:4]=2[N:3]=[C:2]([Cl:1])[N:7]=1)([CH3:15])([CH3:14])[CH3:13]. The yield is 0.640. (3) The reactants are [OH:1][C:2]1[C:11]([CH2:12][C:13]([CH3:15])=[CH2:14])=[CH:10][C:5]([C:6]([O:8][CH3:9])=[O:7])=[CH:4][C:3]=1[O:16][CH3:17]. The catalyst is Cl.CO. The product is [CH3:17][O:16][C:3]1[C:2]2[O:1][C:13]([CH3:15])([CH3:14])[CH2:12][C:11]=2[CH:10]=[C:5]([C:6]([O:8][CH3:9])=[O:7])[CH:4]=1. The yield is 0.530. (4) The reactants are [N:1]1([C:6]2[CH:13]=[CH:12][C:9]([CH:10]=O)=[CH:8][CH:7]=2)[CH:5]=[N:4][CH:3]=[N:2]1.[C:14]([O-])([O-])=O.[K+].[K+]. The catalyst is O1CCOCC1.[Br-].C[P+](C1C=CC=CC=1)(C1C=CC=CC=1)C1C=CC=CC=1. The product is [CH:10]([C:9]1[CH:12]=[CH:13][C:6]([N:1]2[CH:5]=[N:4][CH:3]=[N:2]2)=[CH:7][CH:8]=1)=[CH2:14]. The yield is 0.630. (5) The reactants are [F:1][C:2]1[CH:7]=[C:6]([I:8])[CH:5]=[CH:4][C:3]=1[NH:9][C:10]1[C:11]([C:18]([OH:20])=O)=[N:12][N:13]([CH3:17])[C:14](=[O:16])[CH:15]=1.ON1C2C=CC=CC=2N=N1.Cl.CN(C)CCCN=C=NCC.[OH:43][C:44]1([C@@H:48]([NH:50][C:51](=[O:57])[O:52][C:53]([CH3:56])([CH3:55])[CH3:54])[CH3:49])[CH2:47][NH:46][CH2:45]1. The catalyst is CN(C=O)C.C(N(CC)CC)C. The product is [F:1][C:2]1[CH:7]=[C:6]([I:8])[CH:5]=[CH:4][C:3]=1[NH:9][C:10]1[C:11]([C:18]([N:46]2[CH2:47][C:44]([C@@H:48]([NH:50][C:51](=[O:57])[O:52][C:53]([CH3:56])([CH3:55])[CH3:54])[CH3:49])([OH:43])[CH2:45]2)=[O:20])=[N:12][N:13]([CH3:17])[C:14](=[O:16])[CH:15]=1. The yield is 0.730.